Predict the reactants needed to synthesize the given product. From a dataset of Full USPTO retrosynthesis dataset with 1.9M reactions from patents (1976-2016). Given the product [Br:1][C:2]1[C:3]([CH:13]2[CH2:14][CH2:15][N:16]([CH3:19])[CH2:17][CH2:18]2)=[CH:4][C:5]([O:11][CH3:12])=[C:6]([NH2:8])[CH:7]=1, predict the reactants needed to synthesize it. The reactants are: [Br:1][C:2]1[CH:7]=[C:6]([N+:8]([O-])=O)[C:5]([O:11][CH3:12])=[CH:4][C:3]=1[CH:13]1[CH2:18][CH2:17][N:16]([CH3:19])[CH2:15][CH2:14]1.